This data is from Catalyst prediction with 721,799 reactions and 888 catalyst types from USPTO. The task is: Predict which catalyst facilitates the given reaction. (1) Reactant: [CH3:1][O:2][CH2:3][N:4]1[C:12]2[C:7](=[CH:8][CH:9]=[CH:10][C:11]=2[NH:13][S:14]([C:17]2[S:18][CH:19]=[CH:20][CH:21]=2)(=[O:16])=[O:15])[CH:6]=[C:5]1[C:22]([O:24][CH2:25][CH3:26])=[O:23].CI.[C:29](=O)([O-])[O-].[K+].[K+].CN(C)C=O. Product: [CH3:1][O:2][CH2:3][N:4]1[C:12]2[C:7](=[CH:8][CH:9]=[CH:10][C:11]=2[N:13]([CH3:29])[S:14]([C:17]2[S:18][CH:19]=[CH:20][CH:21]=2)(=[O:16])=[O:15])[CH:6]=[C:5]1[C:22]([O:24][CH2:25][CH3:26])=[O:23]. The catalyst class is: 6. (2) Reactant: [NH2:1][C:2]1[CH:7]=[C:6]([O:8][CH2:9][C:10]2[CH:19]=[CH:18][C:17]3[C:12](=[CH:13][CH:14]=[CH:15][CH:16]=3)[N:11]=2)[CH:5]=[CH:4][C:3]=1[NH:20][CH2:21][C:22]1[CH:29]=[CH:28][C:25]([C:26]#[N:27])=[CH:24][CH:23]=1.[CH3:30][C:31]1([CH3:39])[C@@H:36]2[C@H:32]1[C:33](=[O:38])[O:34][C:35]2=O.CC(O)=O. Product: [C:26]([C:25]1[CH:24]=[CH:23][C:22]([CH2:21][N:20]2[C:3]3[CH:4]=[CH:5][C:6]([O:8][CH2:9][C:10]4[CH:19]=[CH:18][C:17]5[C:12](=[CH:13][CH:14]=[CH:15][CH:16]=5)[N:11]=4)=[CH:7][C:2]=3[N:1]=[C:35]2[CH:36]2[CH:32]([C:33]([OH:38])=[O:34])[C:31]2([CH3:39])[CH3:30])=[CH:29][CH:28]=1)#[N:27]. The catalyst class is: 10. (3) Reactant: [CH:1]12[CH2:10][CH:5]3[CH2:6][CH:7]([CH2:9][CH:3]([CH2:4]3)[CH:2]1[OH:11])[CH2:8]2.C(N(CC)CC)C.Cl[SiH2:20][CH:21]=[C:22]([CH3:24])[CH3:23].Cl. Product: [CH3:23][C:22]([CH3:24])=[CH:21][SiH2:20][O:11][CH:2]1[CH:3]2[CH2:9][CH:7]3[CH2:6][CH:5]([CH2:10][CH:1]1[CH2:8]3)[CH2:4]2. The catalyst class is: 11.